The task is: Predict which catalyst facilitates the given reaction.. This data is from Catalyst prediction with 721,799 reactions and 888 catalyst types from USPTO. Reactant: [Cl:1][C:2]1[C:11]2[C:6](=[CH:7][CH:8]=[C:9]([C:12]([C:20]3[N:24]([CH3:25])[CH:23]=[N:22][CH:21]=3)([CH:14]3[CH2:19][CH2:18][NH:17][CH2:16][CH2:15]3)[OH:13])[CH:10]=2)[N:5]=[C:4]([O:26][CH3:27])[C:3]=1[CH2:28][CH:29]1[CH2:34][CH2:33][O:32][CH2:31][CH2:30]1.[CH3:35][S:36](Cl)(=[O:38])=[O:37]. Product: [Cl:1][C:2]1[C:11]2[C:6](=[CH:7][CH:8]=[C:9]([C:12]([C:20]3[N:24]([CH3:25])[CH:23]=[N:22][CH:21]=3)([CH:14]3[CH2:15][CH2:16][N:17]([S:36]([CH3:35])(=[O:38])=[O:37])[CH2:18][CH2:19]3)[OH:13])[CH:10]=2)[N:5]=[C:4]([O:26][CH3:27])[C:3]=1[CH2:28][CH:29]1[CH2:30][CH2:31][O:32][CH2:33][CH2:34]1. The catalyst class is: 2.